The task is: Predict the reactants needed to synthesize the given product.. This data is from Full USPTO retrosynthesis dataset with 1.9M reactions from patents (1976-2016). Given the product [CH3:11][N:12]([C:18]([O:20][C:21]([CH3:22])([CH3:24])[CH3:23])=[O:19])[CH:13]([CH2:15]/[CH:16]=[CH:17]/[C:2]1[CH:7]=[N:6][CH:5]=[C:4]([O:8][CH2:9][CH3:10])[CH:3]=1)[CH3:14], predict the reactants needed to synthesize it. The reactants are: Br[C:2]1[CH:3]=[C:4]([O:8][CH2:9][CH3:10])[CH:5]=[N:6][CH:7]=1.[CH3:11][N:12]([C:18]([O:20][C:21]([CH3:24])([CH3:23])[CH3:22])=[O:19])[CH:13]([CH2:15][CH:16]=[CH2:17])[CH3:14].C(N(CC)CC)C.C(#N)C.